The task is: Predict the reaction yield, written as a fraction of the theoretical maximum amount of product (1.0 means a 100% yield; for example, 0.34 means a 34% yield).. This data is from Reaction yield outcomes from USPTO patents with 853,638 reactions. (1) The reactants are [N+:1]([O-:4])(O)=[O:2].[Br:5][C:6]1[C:10]2[C:11](=[O:15])[NH:12][CH:13]=[CH:14][C:9]=2[S:8][C:7]=1[CH3:16]. The catalyst is S(=O)(=O)(O)O.C1N(COCCO)C2NC(N)=NC(=O)C=2N=1. The product is [Br:5][C:6]1[C:10]2[C:11](=[O:15])[NH:12][CH:13]=[C:14]([N+:1]([O-:4])=[O:2])[C:9]=2[S:8][C:7]=1[CH3:16]. The yield is 0.640. (2) The reactants are [CH3:1][N:2]1[C:6]2[CH:7]=[CH:8][C:9]([C:11](O)([CH2:14][CH3:15])[CH2:12][CH3:13])=[CH:10][C:5]=2[N:4]=[C:3]1[CH3:17].[NH:18]1[C:26]2[C:21](=[CH:22][CH:23]=[CH:24][C:25]=2[NH:27][S:28]([CH3:31])(=[O:30])=[O:29])[CH:20]=[CH:19]1.C(O)(C(F)(F)F)=O. The catalyst is C(Cl)Cl. The product is [CH3:1][N:2]1[C:6]2[CH:7]=[CH:8][C:9]([C:11]([C:20]3[C:21]4[C:26](=[C:25]([NH:27][S:28]([CH3:31])(=[O:29])=[O:30])[CH:24]=[CH:23][CH:22]=4)[NH:18][CH:19]=3)([CH2:14][CH3:15])[CH2:12][CH3:13])=[CH:10][C:5]=2[N:4]=[C:3]1[CH3:17]. The yield is 0.570. (3) The reactants are O1CCCC1.[OH:6][C:7]1[CH:12]=[CH:11][C:10]([C:13](=[O:16])[CH2:14][CH3:15])=[CH:9][CH:8]=1.C(N(CC)CC)C.[CH3:24][S:25](Cl)(=[O:27])=[O:26]. The catalyst is C(OCC)(=O)C.O. The product is [CH3:24][S:25]([O:6][C:7]1[CH:8]=[CH:9][C:10]([C:13](=[O:16])[CH2:14][CH3:15])=[CH:11][CH:12]=1)(=[O:27])=[O:26]. The yield is 0.930. (4) The reactants are [NH:1]1[C:9]2[C:4](=[CH:5][CH:6]=[CH:7][CH:8]=2)[C@@:3]2([C:13]3=[CH:14][C:15]4[O:19][CH2:18][O:17][C:16]=4[CH:20]=[C:12]3[O:11][CH2:10]2)[C:2]1=[O:21].C(=O)([O-])[O-].[Cs+].[Cs+].Br[CH2:29][C:30]1[O:31][C:32]([C:35]([F:38])([F:37])[F:36])=[CH:33][CH:34]=1. The catalyst is CN(C)C=O. The product is [F:36][C:35]([F:38])([F:37])[C:32]1[O:31][C:30]([CH2:29][N:1]2[C:9]3[C:4](=[CH:5][CH:6]=[CH:7][CH:8]=3)[C@@:3]3([C:13]4=[CH:14][C:15]5[O:19][CH2:18][O:17][C:16]=5[CH:20]=[C:12]4[O:11][CH2:10]3)[C:2]2=[O:21])=[CH:34][CH:33]=1. The yield is 0.610.